Dataset: Catalyst prediction with 721,799 reactions and 888 catalyst types from USPTO. Task: Predict which catalyst facilitates the given reaction. (1) Reactant: [CH3:1][C:2]1[CH:3]=[CH:4][N:5]2[C:10]=1[C:9]([S:11][CH3:12])=[N:8][CH:7]=[N:6]2.C1C(=O)N(Br)C(=O)C1.CC(N=NC(C#N)(C)C)(C#N)C.[OH:33][CH:34]1[CH2:39][CH2:38][NH:37][CH2:36][CH2:35]1.CCN(C(C)C)C(C)C. Product: [CH3:12][S:11][C:9]1[C:10]2=[C:2]([CH2:1][N:37]3[CH2:38][CH2:39][CH:34]([OH:33])[CH2:35][CH2:36]3)[CH:3]=[CH:4][N:5]2[N:6]=[CH:7][N:8]=1. The catalyst class is: 53. (2) Reactant: Cl[C:2]1[CH:11]=[C:10]2[C:5]([CH:6]=[C:7]([C:14]3[CH:15]=[C:16]([NH:21][C:22](=[O:33])[C:23]4[CH:28]=[CH:27][CH:26]=[C:25]([C:29]([F:32])([F:31])[F:30])[CH:24]=4)[CH:17]=[CH:18][C:19]=3[CH3:20])[C:8](=[O:13])[N:9]2[CH3:12])=[CH:4][N:3]=1.[CH3:34][N:35]1[CH2:40][CH2:39][N:38]([C:41]2[CH:42]=[C:43]([NH2:47])[CH:44]=[CH:45][CH:46]=2)[CH2:37][CH2:36]1.[Cl-].C(C1C=CC=C(CCC)C=1[N+]1C=CN(C2C(CCC)=CC=CC=2CCC)C=1)CC. Product: [CH3:20][C:19]1[CH:18]=[CH:17][C:16]([NH:21][C:22](=[O:33])[C:23]2[CH:28]=[CH:27][CH:26]=[C:25]([C:29]([F:30])([F:31])[F:32])[CH:24]=2)=[CH:15][C:14]=1[C:7]1[C:8](=[O:13])[N:9]([CH3:12])[C:10]2[C:5]([CH:6]=1)=[CH:4][N:3]=[C:2]([NH:47][C:43]1[CH:44]=[CH:45][CH:46]=[C:41]([N:38]3[CH2:37][CH2:36][N:35]([CH3:34])[CH2:40][CH2:39]3)[CH:42]=1)[CH:11]=2. The catalyst class is: 12. (3) Reactant: [CH2:1]([N:8]1[CH2:13][CH2:12][CH:11]([CH3:14])[CH:10]([OH:15])[CH2:9]1)[C:2]1[CH:7]=[CH:6][CH:5]=[CH:4][CH:3]=1.O.[C:17]1([CH3:27])[CH:22]=[CH:21][C:20]([S:23]([OH:26])(=[O:25])=[O:24])=[CH:19][CH:18]=1. Product: [C:17]1([CH3:27])[CH:18]=[CH:19][C:20]([S:23]([OH:26])(=[O:24])=[O:25])=[CH:21][CH:22]=1.[CH2:1]([N:8]1[CH2:13][CH2:12][CH:11]([CH3:14])[CH:10]([OH:15])[CH2:9]1)[C:2]1[CH:3]=[CH:4][CH:5]=[CH:6][CH:7]=1. The catalyst class is: 21. (4) Reactant: CS(O[CH2:6][CH2:7][C:8]1[O:9][CH:10]=[CH:11][C:12]=1[CH2:13][CH2:14]OS(C)(=O)=O)(=O)=O.C(=O)([O-])[O-].[K+].[K+].[CH2:26]([NH2:33])[C:27]1[CH:32]=[CH:31][CH:30]=[CH:29][CH:28]=1. Product: [CH2:26]([N:33]1[CH2:6][CH2:7][C:8]2[O:9][CH:10]=[CH:11][C:12]=2[CH2:13][CH2:14]1)[C:27]1[CH:32]=[CH:31][CH:30]=[CH:29][CH:28]=1. The catalyst class is: 12. (5) Reactant: [Cl:1][C:2]1[CH:3]=[C:4]([CH:8]=[CH:9][C:10]=1[O:11][CH:12]([CH3:14])[CH3:13])[C:5](O)=[O:6].B. Product: [Cl:1][C:2]1[CH:3]=[C:4]([CH:8]=[CH:9][C:10]=1[O:11][CH:12]([CH3:14])[CH3:13])[CH2:5][OH:6]. The catalyst class is: 1.